This data is from Full USPTO retrosynthesis dataset with 1.9M reactions from patents (1976-2016). The task is: Predict the reactants needed to synthesize the given product. (1) Given the product [C:1]([O:5][C:6](=[O:35])[CH2:7][O:8][C:9]1[C:18]2[CH2:17][CH2:16][CH2:15][C@@H:14]([N:19]([S:21]([C:24]3[CH:29]=[C:28]([C:30]([F:32])([F:31])[F:33])[CH:27]=[C:26]([S:43][C:40]4[CH:41]=[CH:42][C:37]([Cl:36])=[CH:38][CH:39]=4)[CH:25]=3)(=[O:23])=[O:22])[CH3:20])[C:13]=2[CH:12]=[CH:11][CH:10]=1)([CH3:2])([CH3:4])[CH3:3], predict the reactants needed to synthesize it. The reactants are: [C:1]([O:5][C:6](=[O:35])[CH2:7][O:8][C:9]1[C:18]2[CH2:17][CH2:16][CH2:15][C@@H:14]([N:19]([S:21]([C:24]3[CH:29]=[C:28]([C:30]([F:33])([F:32])[F:31])[CH:27]=[C:26](F)[CH:25]=3)(=[O:23])=[O:22])[CH3:20])[C:13]=2[CH:12]=[CH:11][CH:10]=1)([CH3:4])([CH3:3])[CH3:2].[Cl:36][C:37]1[CH:42]=[CH:41][C:40]([SH:43])=[CH:39][CH:38]=1.C(=O)([O-])[O-].[K+].[K+].Cl. (2) The reactants are: Cl[C:2]1[C:7]([C:8]([NH:10][C:11]2[CH:12]=[C:13]3[C:18](=[CH:19][CH:20]=2)[CH2:17][N:16]([C:21]([O:23][C:24]([CH3:27])([CH3:26])[CH3:25])=[O:22])[CH2:15][CH2:14]3)=[O:9])=[CH:6][CH:5]=[C:4]([CH3:28])[N:3]=1.[CH3:29][CH:30]1[CH2:35][CH2:34][NH:33][CH2:32][CH2:31]1.O. Given the product [CH3:28][C:4]1[N:3]=[C:2]([N:33]2[CH2:34][CH2:35][CH:30]([CH3:29])[CH2:31][CH2:32]2)[C:7]([C:8]([NH:10][C:11]2[CH:12]=[C:13]3[C:18](=[CH:19][CH:20]=2)[CH2:17][N:16]([C:21]([O:23][C:24]([CH3:27])([CH3:26])[CH3:25])=[O:22])[CH2:15][CH2:14]3)=[O:9])=[CH:6][CH:5]=1, predict the reactants needed to synthesize it.